The task is: Binary Classification. Given a T-cell receptor sequence (or CDR3 region) and an epitope sequence, predict whether binding occurs between them.. This data is from TCR-epitope binding with 47,182 pairs between 192 epitopes and 23,139 TCRs. (1) The epitope is AVFDRKSDAK. The TCR CDR3 sequence is CASSVVDNEQFF. Result: 1 (the TCR binds to the epitope). (2) The epitope is FPPTSFGPL. The TCR CDR3 sequence is CASSLLDSPYEQYF. Result: 1 (the TCR binds to the epitope). (3) The epitope is YVLDHLIVV. The TCR CDR3 sequence is CASSQGFGGGETQYF. Result: 1 (the TCR binds to the epitope). (4) The epitope is YLNTLTLAV. The TCR CDR3 sequence is CASAGVSDEQYF. Result: 1 (the TCR binds to the epitope). (5) The epitope is KPLEFGATSAAL. The TCR CDR3 sequence is CASSQDAWDRVYEQYF. Result: 1 (the TCR binds to the epitope). (6) The epitope is TSNQVAVLY. The TCR CDR3 sequence is CSQQVNNEQFF. Result: 0 (the TCR does not bind to the epitope). (7) The epitope is VLWAHGFEL. The TCR CDR3 sequence is CASSPEISGRLDEQYF. Result: 1 (the TCR binds to the epitope).